This data is from TCR-epitope binding with 47,182 pairs between 192 epitopes and 23,139 TCRs. The task is: Binary Classification. Given a T-cell receptor sequence (or CDR3 region) and an epitope sequence, predict whether binding occurs between them. (1) The epitope is TLIGDCATV. The TCR CDR3 sequence is CASSEALAANTGELFF. Result: 0 (the TCR does not bind to the epitope). (2) The epitope is YIFFASFYY. The TCR CDR3 sequence is CASILRDFSSGNTIYF. Result: 0 (the TCR does not bind to the epitope). (3) The epitope is RLDKVEAEV. Result: 0 (the TCR does not bind to the epitope). The TCR CDR3 sequence is CSASSLTSGGAPEQYF. (4) The epitope is SEVGPEHSLAEY. The TCR CDR3 sequence is CASSRTSITNEQFF. Result: 1 (the TCR binds to the epitope). (5) The epitope is KAYNVTQAF. The TCR CDR3 sequence is CASSPRDRGEYNEQFF. Result: 1 (the TCR binds to the epitope). (6) The epitope is QVPLRPMTYK. The TCR CDR3 sequence is CASSERDSQYQETQYF. Result: 1 (the TCR binds to the epitope). (7) The epitope is EPLPQGQLTAY. The TCR CDR3 sequence is CASILERGSSYNEQFF. Result: 0 (the TCR does not bind to the epitope).